From a dataset of Peptide-MHC class I binding affinity with 185,985 pairs from IEDB/IMGT. Regression. Given a peptide amino acid sequence and an MHC pseudo amino acid sequence, predict their binding affinity value. This is MHC class I binding data. (1) The peptide sequence is AISYCRAFI. The MHC is HLA-A02:02 with pseudo-sequence HLA-A02:02. The binding affinity (normalized) is 0.737. (2) The peptide sequence is RIHDIAVQL. The MHC is HLA-C15:02 with pseudo-sequence HLA-C15:02. The binding affinity (normalized) is 0.512. (3) The peptide sequence is ASTNRQSGR. The MHC is HLA-A02:06 with pseudo-sequence HLA-A02:06. The binding affinity (normalized) is 0.209.